This data is from Orexin1 receptor HTS with 218,158 compounds and 233 confirmed actives. The task is: Binary Classification. Given a drug SMILES string, predict its activity (active/inactive) in a high-throughput screening assay against a specified biological target. (1) The molecule is Clc1c(Cn2c(=O)c(NC(=O)NC3CCCCC3)ccc2)c(F)ccc1. The result is 0 (inactive). (2) The molecule is O=C(NCCCc1ccccc1)C(CC)c1ccccc1. The result is 0 (inactive). (3) The molecule is S(=O)(=O)(N(Cc1ccc(F)cc1)C)c1sc(NC(=O)c2cc(OC)c(OC)cc2)nn1. The result is 0 (inactive). (4) The drug is S(c1c(C(=O)C2CCCN(C2)Cc2[nH]ncc2)cccc1)C. The result is 0 (inactive). (5) The molecule is Brc1ccc(c2c(c(nnc2)N)C#N)cc1. The result is 0 (inactive). (6) The compound is S=c1n(c(=O)c2c([nH]1)cc(C(=O)N1CCC(CC1)C(=O)N)cc2)Cc1c(OC)cccc1. The result is 0 (inactive). (7) The drug is O(CC(C)C)c1ccc(C(=O)NC(CC(C)C)C(O)=O)cc1. The result is 0 (inactive). (8) The compound is o1c(c(nc1c1c(cccc1)C)CS(=O)CC(=O)NCc1ccccc1)C. The result is 0 (inactive).